This data is from Catalyst prediction with 721,799 reactions and 888 catalyst types from USPTO. The task is: Predict which catalyst facilitates the given reaction. (1) Reactant: [Li].C[Si]([N-:6][Si](C)(C)C)(C)C.[CH3:11][O:12][C:13]1[CH:14]=[C:15]([CH:18]=[CH:19][C:20]=1[N+:21]([O-:23])=[O:22])[C:16]#[N:17].Cl. Product: [CH3:11][O:12][C:13]1[CH:14]=[C:15]([CH:18]=[CH:19][C:20]=1[N+:21]([O-:23])=[O:22])[C:16]([NH2:6])=[NH:17]. The catalyst class is: 1. (2) Reactant: [N:1]1[CH:6]=[CH:5][CH:4]=[CH:3][C:2]=1[C:7]1[NH:8][N:9]=[C:10]2[C:15]=1[CH:14]=[CH:13][CH:12]=[C:11]2[C:16]([F:19])([F:18])[F:17].[CH3:20][C:21]1[CH:26]=[CH:25][CH:24]=[CH:23][C:22]=1B(O)O.N1C=CC=CC=1. Product: [CH3:20][C:21]1[CH:26]=[CH:25][CH:24]=[CH:23][C:22]=1[N:8]1[C:7]([C:2]2[CH:3]=[CH:4][CH:5]=[CH:6][N:1]=2)=[C:15]2[C:10]([C:11]([C:16]([F:19])([F:17])[F:18])=[CH:12][CH:13]=[CH:14]2)=[N:9]1. The catalyst class is: 302.